From a dataset of Catalyst prediction with 721,799 reactions and 888 catalyst types from USPTO. Predict which catalyst facilitates the given reaction. (1) Reactant: C(N(CC)C(C)C)(C)C.[Br:10][C:11]1[CH:12]=[C:13]2[C:18](=[CH:19][CH:20]=1)[O:17][C:16]([CH3:22])([CH3:21])[CH2:15][C:14]2=[O:23].[F:24][C:25]([F:38])([F:37])[S:26](O[S:26]([C:25]([F:38])([F:37])[F:24])(=[O:28])=[O:27])(=[O:28])=[O:27].O. Product: [F:24][C:25]([F:38])([F:37])[S:26]([O:23][C:14]1[C:13]2[C:18](=[CH:19][CH:20]=[C:11]([Br:10])[CH:12]=2)[O:17][C:16]([CH3:21])([CH3:22])[CH:15]=1)(=[O:28])=[O:27]. The catalyst class is: 4. (2) Reactant: [CH3:1][NH2:2].[Cl:3][C:4]1[C:5]([O:12][CH:13]([CH3:15])[CH3:14])=[C:6]([CH:9]=[CH:10][CH:11]=1)[CH:7]=O.[BH4-].[Na+]. Product: [Cl:3][C:4]1[C:5]([O:12][CH:13]([CH3:15])[CH3:14])=[C:6]([CH:9]=[CH:10][CH:11]=1)[CH2:7][CH2:1][NH2:2]. The catalyst class is: 5. (3) Reactant: [CH3:1][O:2][C:3]1[CH:8]=[CH:7][C:6]([C:9]2[CH:14]=[CH:13][NH:12][C:11](=[O:15])[CH:10]=2)=[CH:5][CH:4]=1.Br[C:17]1[CH:25]=[C:24]2[C:20]([C:21]3[CH2:30][CH2:29][N:28]([C:31]([O:33][C:34]([CH3:37])([CH3:36])[CH3:35])=[O:32])[CH2:27][C:22]=3[N:23]2[CH3:26])=[CH:19][CH:18]=1.OC1C=CC=C2C=1N=CC=C2.C([O-])([O-])=O.[Cs+].[Cs+]. Product: [CH3:1][O:2][C:3]1[CH:8]=[CH:7][C:6]([C:9]2[CH:14]=[CH:13][N:12]([C:17]3[CH:25]=[C:24]4[C:20]([C:21]5[CH2:30][CH2:29][N:28]([C:31]([O:33][C:34]([CH3:37])([CH3:36])[CH3:35])=[O:32])[CH2:27][C:22]=5[N:23]4[CH3:26])=[CH:19][CH:18]=3)[C:11](=[O:15])[CH:10]=2)=[CH:5][CH:4]=1. The catalyst class is: 156. (4) Product: [F:1][C:2]1[N:7]=[C:6]([C:8]2[CH:13]=[CH:12][N:11]=[CH:10][CH:9]=2)[C:5]([OH:14])=[C:4]([CH:18]=[O:19])[CH:3]=1. The catalyst class is: 2. Reactant: [F:1][C:2]1[N:7]=[C:6]([C:8]2[CH:13]=[CH:12][N:11]=[CH:10][CH:9]=2)[C:5]([O:14]COC)=[C:4]([CH:18]=[O:19])[CH:3]=1.C(O)(C(F)(F)F)=O.C(Cl)Cl. (5) Product: [N:31]([CH2:6][C:7]1[CH:12]=[C:11]([NH:13][C:14]([NH:16][CH2:17][CH3:18])=[O:15])[N:10]=[CH:9][C:8]=1[C:19]1[CH:20]=[N:21][CH:22]=[C:23]([C:25]2[O:26][C:27](=[O:30])[NH:28][N:29]=2)[CH:24]=1)=[N+:32]=[N-:33]. Reactant: CS(O[CH2:6][C:7]1[CH:12]=[C:11]([NH:13][C:14]([NH:16][CH2:17][CH3:18])=[O:15])[N:10]=[CH:9][C:8]=1[C:19]1[CH:20]=[N:21][CH:22]=[C:23]([C:25]2[O:26][C:27](=[O:30])[NH:28][N:29]=2)[CH:24]=1)(=O)=O.[N-:31]=[N+:32]=[N-:33].[Na+]. The catalyst class is: 174. (6) Reactant: [C:1]([O:5][C:6](=[O:32])[NH:7][CH2:8][CH2:9][CH2:10][NH:11][CH:12]([C:15]1[N:20]([CH2:21][C:22]2[CH:27]=[CH:26][CH:25]=[CH:24][CH:23]=2)[C:19](=[O:28])[C:18]2=[CH:29][CH:30]=[CH:31][N:17]2[N:16]=1)[CH2:13][CH3:14])([CH3:4])([CH3:3])[CH3:2].[Cl:33][C:34]1[CH:42]=[CH:41][C:37]([C:38](Cl)=[O:39])=[CH:36][CH:35]=1.C(N(CC)CC)C. Product: [C:1]([O:5][C:6](=[O:32])[NH:7][CH2:8][CH2:9][CH2:10][N:11]([CH:12]([C:15]1[N:20]([CH2:21][C:22]2[CH:27]=[CH:26][CH:25]=[CH:24][CH:23]=2)[C:19](=[O:28])[C:18]2=[CH:29][CH:30]=[CH:31][N:17]2[N:16]=1)[CH2:13][CH3:14])[C:38](=[O:39])[C:37]1[CH:41]=[CH:42][C:34]([Cl:33])=[CH:35][CH:36]=1)([CH3:2])([CH3:3])[CH3:4]. The catalyst class is: 22. (7) Reactant: [CH2:1]([N:3]([CH:6]([CH2:12][C:13]1[CH:18]=[CH:17][C:16]([O:19][CH2:20][CH2:21][NH:22][C:23](=[O:36])[C:24]2[CH:29]=[CH:28][C:27]([C:30]3[CH:35]=[CH:34][CH:33]=[CH:32][CH:31]=3)=[CH:26][CH:25]=2)=[CH:15][CH:14]=1)[C:7]([O:9]CC)=[O:8])[CH2:4][CH3:5])[CH3:2].[OH-].[Na+]. Product: [C:27]1([C:30]2[CH:31]=[CH:32][CH:33]=[CH:34][CH:35]=2)[CH:26]=[CH:25][C:24]([C:23]([NH:22][CH2:21][CH2:20][O:19][C:16]2[CH:17]=[CH:18][C:13]([CH2:12][CH:6]([N:3]([CH2:4][CH3:5])[CH2:1][CH3:2])[C:7]([OH:9])=[O:8])=[CH:14][CH:15]=2)=[O:36])=[CH:29][CH:28]=1. The catalyst class is: 5. (8) Reactant: C([O:8][CH2:9][CH2:10][C@@H:11]1[C:15]2[NH:16][C:17]([C:19]3[CH:20]=[CH:21][CH:22]=[C:23]4[C:28]=3[N:27]=[C:26]([NH:29][C:30]([CH3:33])([CH3:32])[CH3:31])[N:25]([CH3:34])[C:24]4=[O:35])=[CH:18][C:14]=2[C:13](=[O:36])[NH:12]1)C1C=CC=CC=1.B(Cl)(Cl)Cl.CO.C([O-])(O)=O.[Na+]. Product: [C:30]([NH:29][C:26]1[N:25]([CH3:34])[C:24](=[O:35])[C:23]2[C:28](=[C:19]([C:17]3[NH:16][C:15]4[C@@H:11]([CH2:10][CH2:9][OH:8])[NH:12][C:13](=[O:36])[C:14]=4[CH:18]=3)[CH:20]=[CH:21][CH:22]=2)[N:27]=1)([CH3:32])([CH3:33])[CH3:31]. The catalyst class is: 2. (9) Reactant: C([N:3]([CH2:26][CH2:27][C:28]1[CH:33]=[CH:32][CH:31]=[CH:30][N:29]=1)[C:4]1[CH:9]=[CH:8][C:7]([NH:10][C:11]([C:13]2[C:14]([C:19]3[CH:24]=[CH:23][C:22]([CH3:25])=[CH:21][CH:20]=3)=[CH:15][CH:16]=[CH:17][CH:18]=2)=[O:12])=[CH:6][CH:5]=1)=O.[ClH:34]. Product: [ClH:34].[ClH:34].[CH3:25][C:22]1[CH:23]=[CH:24][C:19]([C:14]2[C:13]([C:11]([NH:10][C:7]3[CH:8]=[CH:9][C:4]([NH:3][CH2:26][CH2:27][C:28]4[CH:33]=[CH:32][CH:31]=[CH:30][N:29]=4)=[CH:5][CH:6]=3)=[O:12])=[CH:18][CH:17]=[CH:16][CH:15]=2)=[CH:20][CH:21]=1. The catalyst class is: 125.